This data is from Reaction yield outcomes from USPTO patents with 853,638 reactions. The task is: Predict the reaction yield, written as a fraction of the theoretical maximum amount of product (1.0 means a 100% yield; for example, 0.34 means a 34% yield). (1) The yield is 0.590. The product is [C:32]([CH2:31][C@H:25]1[CH2:26][CH2:27][C@H:28]([NH:30][C:2]2[C:7]([N+:8]([O-:10])=[O:9])=[CH:6][N:5]=[C:4]3[CH:11]=[CH:12][S:13][C:3]=23)[CH2:29][C@H:24]1[NH:23][C:22](=[O:34])[O:21][CH2:14][C:15]1[CH:20]=[CH:19][CH:18]=[CH:17][CH:16]=1)#[N:33]. The reactants are Cl[C:2]1[C:7]([N+:8]([O-:10])=[O:9])=[CH:6][N:5]=[C:4]2[CH:11]=[CH:12][S:13][C:3]=12.[CH2:14]([O:21][C:22](=[O:34])[NH:23][C@@H:24]1[CH2:29][C@@H:28]([NH2:30])[CH2:27][CH2:26][C@@H:25]1[CH2:31][C:32]#[N:33])[C:15]1[CH:20]=[CH:19][CH:18]=[CH:17][CH:16]=1.C(N(CC)CC)C. The catalyst is C(O)(C)C. (2) The reactants are [CH2:1]([N:3]1[CH:7]=[C:6]([C:8]2[CH:13]=[CH:12][N:11]=[C:10]3[N:14](S(C4C=CC=CC=4)(=O)=O)[C:15]([C:17]4[CH:18]=[C:19]([CH2:23][OH:24])[CH:20]=[CH:21][CH:22]=4)=[CH:16][C:9]=23)[C:5]([C:34]2[CH:39]=[CH:38][C:37]([N+:40]([O-])=O)=[CH:36][CH:35]=2)=[N:4]1)[CH3:2].NC1C=CC=CC=1.NO.[OH-].[Na+]. The catalyst is CO.[OH-].[OH-].[Pd+2]. The product is [NH2:40][C:37]1[CH:36]=[CH:35][C:34]([C:5]2[C:6]([C:8]3[CH:13]=[CH:12][N:11]=[C:10]4[NH:14][C:15]([C:17]5[CH:18]=[C:19]([CH2:23][OH:24])[CH:20]=[CH:21][CH:22]=5)=[CH:16][C:9]=34)=[CH:7][N:3]([CH2:1][CH3:2])[N:4]=2)=[CH:39][CH:38]=1. The yield is 0.850. (3) The reactants are [F:1][C:2]1[CH:7]=[CH:6][CH:5]=[C:4]([F:8])[C:3]=1[N:9]1[C:14]2[N:15]=[C:16](S(C)=O)[N:17]=[C:18]([C:19]3[CH:20]=[C:21]([CH:28]=[CH:29][C:30]=3[CH3:31])[C:22]([NH:24][CH:25]([CH3:27])[CH3:26])=[O:23])[C:13]=2[CH2:12][NH:11][C:10]1=[O:35].[N:36]1([CH:42]2[CH2:47][CH2:46][NH:45][CH2:44][CH2:43]2)[CH2:41][CH2:40][CH2:39][CH2:38][CH2:37]1. The catalyst is C(Cl)Cl. The product is [N:36]1([CH:42]2[CH2:47][CH2:46][N:45]([C:16]3[N:17]=[C:18]([C:19]4[CH:20]=[C:21]([CH:28]=[CH:29][C:30]=4[CH3:31])[C:22]([NH:24][CH:25]([CH3:27])[CH3:26])=[O:23])[C:13]4[CH2:12][NH:11][C:10](=[O:35])[N:9]([C:3]5[C:2]([F:1])=[CH:7][CH:6]=[CH:5][C:4]=5[F:8])[C:14]=4[N:15]=3)[CH2:44][CH2:43]2)[CH2:41][CH2:40][CH2:39][CH2:38][CH2:37]1. The yield is 0.190. (4) The catalyst is O1CCOCC1.O.C1C=CC(P(C2C=CC=CC=2)[C-]2C=CC=C2)=CC=1.C1C=CC(P(C2C=CC=CC=2)[C-]2C=CC=C2)=CC=1.Cl[Pd]Cl.[Fe+2].C(Cl)Cl. The product is [C:1]([C:4]1[C:5]([C:24]2[CH:25]=[CH:26][C:27]([F:28])=[C:22]([Cl:21])[CH:23]=2)=[N:6][N:7]2[CH2:12][CH2:11][N:10]([C:13]([O:15][C:16]([CH3:19])([CH3:18])[CH3:17])=[O:14])[CH2:9][C:8]=12)(=[O:3])[NH2:2]. The reactants are [C:1]([C:4]1[C:5](I)=[N:6][N:7]2[CH2:12][CH2:11][N:10]([C:13]([O:15][C:16]([CH3:19])([CH3:18])[CH3:17])=[O:14])[CH2:9][C:8]=12)(=[O:3])[NH2:2].[Cl:21][C:22]1[CH:23]=[C:24](B(O)O)[CH:25]=[CH:26][C:27]=1[F:28].[O-]P([O-])([O-])=O.[K+].[K+].[K+]. The yield is 0.780.